Dataset: Forward reaction prediction with 1.9M reactions from USPTO patents (1976-2016). Task: Predict the product of the given reaction. (1) Given the reactants [F:1][C:2]([F:11])([F:10])[C:3]1[CH:8]=[CH:7][CH:6]=[CH:5][C:4]=1[OH:9].C(=O)([O-])[O-].[Cs+].[Cs+].[C:18]([O:22][C:23]([N:25]1[CH2:30][CH2:29][CH:28](OS(C)(=O)=O)[CH2:27][CH2:26]1)=[O:24])([CH3:21])([CH3:20])[CH3:19], predict the reaction product. The product is: [C:18]([O:22][C:23]([N:25]1[CH2:30][CH2:29][CH:28]([O:9][C:4]2[CH:5]=[CH:6][CH:7]=[CH:8][C:3]=2[C:2]([F:10])([F:11])[F:1])[CH2:27][CH2:26]1)=[O:24])([CH3:21])([CH3:19])[CH3:20]. (2) Given the reactants C([O:3][C:4]([C:6]1([C:9]2[CH:14]=[CH:13][C:12]([C:15]3[CH:20]=[CH:19][C:18]([C:21]4[S:22][C:23]([F:39])=[CH:24][C:25]=4[NH:26][C:27]([O:29][CH:30]([C:32]4[CH:37]=[CH:36][C:35]([Cl:38])=[CH:34][CH:33]=4)[CH3:31])=[O:28])=[CH:17][C:16]=3[O:40][CH3:41])=[CH:11][CH:10]=2)[CH2:8][CH2:7]1)=[O:5])C.[OH-].[Na+].Cl, predict the reaction product. The product is: [Cl:38][C:35]1[CH:34]=[CH:33][C:32]([C@H:30]([O:29][C:27]([NH:26][C:25]2[CH:24]=[C:23]([F:39])[S:22][C:21]=2[C:18]2[CH:19]=[CH:20][C:15]([C:12]3[CH:13]=[CH:14][C:9]([C:6]4([C:4]([OH:5])=[O:3])[CH2:8][CH2:7]4)=[CH:10][CH:11]=3)=[C:16]([O:40][CH3:41])[CH:17]=2)=[O:28])[CH3:31])=[CH:37][CH:36]=1. (3) Given the reactants N(C(OCC)=O)=NC(OCC)=O.Cl.[F:14][C:15]1[CH:34]=[C:33]([CH3:35])[C:32]([O:36][C:37]([O:39][CH3:40])=[O:38])=[CH:31][C:16]=1[NH:17][C:18]1[C:27]2[C:22](=[CH:23][C:24]([OH:30])=[C:25]([O:28][CH3:29])[CH:26]=2)[N:21]=[CH:20][N:19]=1.C1(P(C2C=CC=CC=2)C2C=CC=CC=2)C=CC=CC=1.[N:60]1[CH:65]=[CH:64][C:63]([CH2:66][CH2:67]O)=[CH:62][CH:61]=1, predict the reaction product. The product is: [F:14][C:15]1[CH:34]=[C:33]([CH3:35])[C:32]([O:36][C:37]([O:39][CH3:40])=[O:38])=[CH:31][C:16]=1[NH:17][C:18]1[C:27]2[C:22](=[CH:23][C:24]([O:30][CH2:67][CH2:66][C:63]3[CH:64]=[CH:65][N:60]=[CH:61][CH:62]=3)=[C:25]([O:28][CH3:29])[CH:26]=2)[N:21]=[CH:20][N:19]=1. (4) Given the reactants [CH:1]([C:4]1[N:9]=[C:8]([N:10]2[CH2:15][CH2:14][NH:13][CH2:12][CH2:11]2)[N:7]=[C:6]([NH:16][C:17]2[CH:22]=[CH:21][C:20]([CH3:23])=[CH:19][CH:18]=2)[CH:5]=1)([CH3:3])[CH3:2].[CH3:24][O:25][C:26]1[CH:31]=[CH:30][C:29]([S:32](Cl)(=[O:34])=[O:33])=[CH:28][CH:27]=1.N1C=CC=CC=1, predict the reaction product. The product is: [CH:1]([C:4]1[N:9]=[C:8]([N:10]2[CH2:11][CH2:12][N:13]([S:32]([C:29]3[CH:28]=[CH:27][C:26]([O:25][CH3:24])=[CH:31][CH:30]=3)(=[O:34])=[O:33])[CH2:14][CH2:15]2)[N:7]=[C:6]([NH:16][C:17]2[CH:18]=[CH:19][C:20]([CH3:23])=[CH:21][CH:22]=2)[CH:5]=1)([CH3:3])[CH3:2].